This data is from Peptide-MHC class I binding affinity with 185,985 pairs from IEDB/IMGT. The task is: Regression. Given a peptide amino acid sequence and an MHC pseudo amino acid sequence, predict their binding affinity value. This is MHC class I binding data. (1) The peptide sequence is QLVLHQILK. The MHC is HLA-A03:01 with pseudo-sequence HLA-A03:01. The binding affinity (normalized) is 0.634. (2) The peptide sequence is DTTIGEWAF. The MHC is HLA-A24:02 with pseudo-sequence HLA-A24:02. The binding affinity (normalized) is 0.0622. (3) The peptide sequence is MPASWVMRIM. The MHC is HLA-A30:01 with pseudo-sequence HLA-A30:01. The binding affinity (normalized) is 0.124. (4) The peptide sequence is GDYFVLTSHT. The binding affinity (normalized) is 0. The MHC is HLA-B44:02 with pseudo-sequence HLA-B44:02. (5) The peptide sequence is EFKQILTDF. The MHC is HLA-B58:01 with pseudo-sequence HLA-B58:01. The binding affinity (normalized) is 0.0847. (6) The peptide sequence is VKINIFPLY. The MHC is HLA-A25:01 with pseudo-sequence HLA-A25:01. The binding affinity (normalized) is 0.0847.